From a dataset of Forward reaction prediction with 1.9M reactions from USPTO patents (1976-2016). Predict the product of the given reaction. (1) Given the reactants [NH:1]1[CH2:6][CH2:5][CH2:4][CH2:3][CH2:2]1.[Li]CCCC.[F:12][C:13]1[CH:18]=[CH:17][C:16]([N:19]2[C:24](=[O:25])[C:23](OC)=[C:22]([C:28]3[CH:33]=[CH:32][C:31]([S:34][CH3:35])=[CH:30][CH:29]=3)[CH:21]=[N:20]2)=[CH:15][CH:14]=1.[NH2-].[Li+], predict the reaction product. The product is: [F:12][C:13]1[CH:18]=[CH:17][C:16]([N:19]2[C:24](=[O:25])[C:23]([N:1]3[CH2:6][CH2:5][CH2:4][CH2:3][CH2:2]3)=[C:22]([C:28]3[CH:29]=[CH:30][C:31]([S:34][CH3:35])=[CH:32][CH:33]=3)[CH:21]=[N:20]2)=[CH:15][CH:14]=1. (2) Given the reactants [N:1]1[C:10]2[C:5](=[CH:6][CH:7]=[CH:8][C:9]=2[C:11]([OH:13])=O)[CH:4]=[CH:3][CH:2]=1.C(Cl)(=O)C(Cl)=O.CN(C=O)C.CCN(C(C)C)C(C)C.[C:34]([O:38][C:39]([CH3:42])([CH3:41])[CH3:40])(=[O:37])[NH:35][NH2:36], predict the reaction product. The product is: [N:1]1[C:10]2[C:5](=[CH:6][CH:7]=[CH:8][C:9]=2[C:11]([NH:36][NH:35][C:34]([O:38][C:39]([CH3:42])([CH3:41])[CH3:40])=[O:37])=[O:13])[CH:4]=[CH:3][CH:2]=1.